Task: Predict the product of the given reaction.. Dataset: Forward reaction prediction with 1.9M reactions from USPTO patents (1976-2016) (1) The product is: [CH2:1]([O:8][C:9]1[CH:10]=[C:11]([CH:12]=[CH:13][CH:14]=1)[O:15][C:25]1[C:34]2[C:29](=[CH:30][CH:31]=[CH:32][CH:33]=2)[NH:28][C:16](=[O:19])[CH:26]=1)[C:2]1[CH:3]=[CH:4][CH:5]=[CH:6][CH:7]=1. Given the reactants [CH2:1]([O:8][C:9]1[CH:10]=[C:11]([OH:15])[CH:12]=[CH:13][CH:14]=1)[C:2]1[CH:7]=[CH:6][CH:5]=[CH:4][CH:3]=1.[C:16](=[O:19])([O-])[O-].[K+].[K+].[N+]([C:25]1[C:34]2[C:29](=[CH:30][CH:31]=[CH:32][CH:33]=2)[N+:28]([O-])=C[CH:26]=1)([O-])=O.CC1C=CC(S(Cl)(=O)=O)=CC=1.ClC(Cl)C.C(=O)([O-])[O-].[Na+].[Na+], predict the reaction product. (2) Given the reactants Cl[C:2]1[CH:7]=[C:6]([C:8]2[CH:13]=[CH:12][C:11]([C:14]([F:17])([F:16])[F:15])=[CH:10][CH:9]=2)[CH:5]=[CH:4][N:3]=1.[NH2:18][C:19]1[CH:20]=[N:21][C:22]2[C:27]([CH:28]=1)=[CH:26][CH:25]=[CH:24][CH:23]=2.C1C=CC(P(C2C(C3C(P(C4C=CC=CC=4)C4C=CC=CC=4)=CC=C4C=3C=CC=C4)=C3C(C=CC=C3)=CC=2)C2C=CC=CC=2)=CC=1.CC(C)([O-])C.[Na+], predict the reaction product. The product is: [N:21]1[C:22]2[C:27](=[CH:26][CH:25]=[CH:24][CH:23]=2)[CH:28]=[C:19]([NH:18][C:2]2[CH:7]=[C:6]([C:8]3[CH:13]=[CH:12][C:11]([C:14]([F:17])([F:16])[F:15])=[CH:10][CH:9]=3)[CH:5]=[CH:4][N:3]=2)[CH:20]=1. (3) Given the reactants [C:1]([NH:4][CH2:5][CH:6]1[O:10][C:9](=[O:11])[N:8]([C:12]2[CH:17]=[CH:16][C:15]([N:18](CC3C=CC=CC=3)C(=O)OCC3C=CC=CC=3)=[C:14]([F:36])[CH:13]=2)[CH2:7]1)(=[O:3])[CH3:2], predict the reaction product. The product is: [NH2:18][C:15]1[CH:16]=[CH:17][C:12]([N:8]2[CH2:7][C@H:6]([CH2:5][NH:4][C:1](=[O:3])[CH3:2])[O:10][C:9]2=[O:11])=[CH:13][C:14]=1[F:36]. (4) Given the reactants [Cl:1][C:2]1[C:3](=[O:27])[N:4]([C:10]2[CH:15]=[C:14]([C:16]3[CH:21]=[CH:20][N:19]=[C:18]([C:22]([OH:25])([CH3:24])[CH3:23])[N:17]=3)[CH:13]=[CH:12][C:11]=2[CH3:26])[C:5]([CH3:9])=[N:6][C:7]=1[OH:8].Cl[CH2:29][C:30]1[C:35]([F:36])=[CH:34][C:33]([F:37])=[CH:32][N:31]=1.C(=O)([O-])[O-].[K+].[K+].C1OCCOCCOCCOCCOCCOC1, predict the reaction product. The product is: [Cl:1][C:2]1[C:3](=[O:27])[N:4]([C:10]2[CH:15]=[C:14]([C:16]3[CH:21]=[CH:20][N:19]=[C:18]([C:22]([OH:25])([CH3:23])[CH3:24])[N:17]=3)[CH:13]=[CH:12][C:11]=2[CH3:26])[C:5]([CH3:9])=[N:6][C:7]=1[O:8][CH2:29][C:30]1[C:35]([F:36])=[CH:34][C:33]([F:37])=[CH:32][N:31]=1. (5) The product is: [CH:1]1([CH:4]([C:6]2[CH:11]=[CH:10][CH:9]=[C:8]([CH:12]([CH:15]3[CH2:17][CH2:16]3)[CH3:13])[C:7]=2[OH:18])[CH3:5])[CH2:2][CH2:3]1. Given the reactants [CH:1]1([CH:4]([C:6]2[CH:11]=[CH:10][CH:9]=[C:8]([C:12]([CH:15]3[CH2:17][CH2:16]3)(O)[CH3:13])[C:7]=2[OH:18])[CH3:5])[CH2:3][CH2:2]1.C([SiH](CC)CC)C.FC(F)(F)C(O)=O.[F-].C([N+](CCCC)(CCCC)CCCC)CCC, predict the reaction product. (6) The product is: [F:10][C:9]1([F:11])[C:18]2([OH:23])[CH2:19][CH2:20][CH2:21][CH2:22][CH:17]2[O:13][C:8]1([C:7]([F:15])([F:14])[F:6])[OH:25]. Given the reactants C([Li])CCC.[F:6][C:7]([F:15])([F:14])[CH:8]([OH:13])[C:9](F)([F:11])[F:10].Br[CH:17]1[CH2:22][CH2:21][CH2:20][CH2:19][C:18]1=[O:23].Cl.[OH-:25].[Na+], predict the reaction product. (7) Given the reactants OC(C(F)(F)F)=O.[NH:8]1[CH2:11][CH:10]([CH2:12][N:13]([C@@H:20]2[CH2:22][C@H:21]2[C:23]2[CH:28]=[CH:27][CH:26]=[CH:25][CH:24]=2)C(=O)C(F)(F)F)[CH2:9]1.[CH3:29][N:30]1[CH2:35][CH2:34][C:33](=O)[CH2:32][CH2:31]1.C(O)(=O)C.[BH-](OC(C)=O)(OC(C)=O)OC(C)=O.[Na+].[OH-].[Na+], predict the reaction product. The product is: [CH3:29][N:30]1[CH2:35][CH2:34][CH:33]([N:8]2[CH2:9][CH:10]([CH2:12][NH:13][C@@H:20]3[CH2:22][C@H:21]3[C:23]3[CH:24]=[CH:25][CH:26]=[CH:27][CH:28]=3)[CH2:11]2)[CH2:32][CH2:31]1.